Dataset: Full USPTO retrosynthesis dataset with 1.9M reactions from patents (1976-2016). Task: Predict the reactants needed to synthesize the given product. (1) Given the product [F:3][C:4]([F:27])([F:28])[C:5]1[CH:6]=[C:7]([CH:15]([C:16]2[CH:21]=[CH:20][C:19]([N+:22]([O-:24])=[O:23])=[C:18]([CH3:25])[CH:17]=2)[OH:26])[CH:8]=[C:9]([C:11]([F:13])([F:12])[F:14])[CH:10]=1, predict the reactants needed to synthesize it. The reactants are: [BH4-].[Na+].[F:3][C:4]([F:28])([F:27])[C:5]1[CH:6]=[C:7]([C:15](=[O:26])[C:16]2[CH:21]=[CH:20][C:19]([N+:22]([O-:24])=[O:23])=[C:18]([CH3:25])[CH:17]=2)[CH:8]=[C:9]([C:11]([F:14])([F:13])[F:12])[CH:10]=1. (2) Given the product [CH2:29]([N:31]([CH2:25][C:24]1[CH:27]=[CH:28][C:21]([CH:13]2[NH:12][C:7]3[C:6]4[C:5](=[N:4][NH:3][C:2](=[O:1])[C:11]=4[CH:10]=[CH:9][CH:8]=3)[CH:14]2[C:15]2[CH:20]=[CH:19][CH:18]=[CH:17][CH:16]=2)=[CH:22][CH:23]=1)[CH2:32][CH3:33])[CH3:30], predict the reactants needed to synthesize it. The reactants are: [O:1]=[C:2]1[C:11]2[CH:10]=[CH:9][CH:8]=[C:7]3[NH:12][CH:13]([C:21]4[CH:28]=[CH:27][C:24]([CH:25]=O)=[CH:23][CH:22]=4)[CH:14]([C:15]4[CH:20]=[CH:19][CH:18]=[CH:17][CH:16]=4)[C:5]([C:6]=23)=[N:4][NH:3]1.[CH2:29]([NH:31][CH2:32][CH3:33])[CH3:30].C(O)(=O)C.C(O[BH-](OC(=O)C)OC(=O)C)(=O)C.[Na+]. (3) Given the product [CH2:28]([O:30][C:31](=[O:48])[CH2:32][C:33]1[CH:38]=[CH:37][C:36]([C:21]2[CH:22]=[CH:23][C:18]([C:17]3[O:16][N:15]=[C:14]([CH3:26])[C:13]=3[NH:12][C:11]([O:10][C@@H:8]([C:3]3[CH:4]=[CH:5][CH:6]=[CH:7][C:2]=3[F:1])[CH3:9])=[O:27])=[CH:19][C:20]=2[CH3:25])=[CH:35][CH:34]=1)[CH3:29], predict the reactants needed to synthesize it. The reactants are: [F:1][C:2]1[CH:7]=[CH:6][CH:5]=[CH:4][C:3]=1[C@H:8]([O:10][C:11](=[O:27])[NH:12][C:13]1[C:14]([CH3:26])=[N:15][O:16][C:17]=1[C:18]1[CH:23]=[CH:22][C:21](Br)=[C:20]([CH3:25])[CH:19]=1)[CH3:9].[CH2:28]([O:30][C:31](=[O:48])[CH2:32][C:33]1[CH:38]=[CH:37][C:36](B2OC(C)(C)C(C)(C)O2)=[CH:35][CH:34]=1)[CH3:29]. (4) Given the product [CH3:1][C:2]1[CH:3]=[CH:4][C:5]([N+:11]([O-:13])=[O:12])=[C:6]([CH:10]=1)[C:7]([NH2:16])=[O:8], predict the reactants needed to synthesize it. The reactants are: [CH3:1][C:2]1[CH:3]=[CH:4][C:5]([N+:11]([O-:13])=[O:12])=[C:6]([CH:10]=1)[C:7](O)=[O:8].C([N:16](CC)CC)C.C(OC(Cl)=O)C(C)C. (5) Given the product [Cl:10][C:11]1[CH:12]=[CH:13][C:14]([C:17]2([NH:20][C:21]3[N:26]=[C:25]([O:27][CH2:28][C:29]([F:30])([F:31])[F:32])[N:24]=[C:23]([NH:33][C:34]4[CH:42]=[CH:41][C:37]([C:38]([N:46]5[CH2:47][CH2:48][CH2:49][N:43]([C:50](=[NH:51])[NH2:52])[CH2:44][CH2:45]5)=[O:39])=[CH:36][CH:35]=4)[N:22]=3)[CH2:18][CH2:19]2)=[CH:15][CH:16]=1, predict the reactants needed to synthesize it. The reactants are: CCN(C(C)C)C(C)C.[Cl:10][C:11]1[CH:16]=[CH:15][C:14]([C:17]2([NH:20][C:21]3[N:26]=[C:25]([O:27][CH2:28][C:29]([F:32])([F:31])[F:30])[N:24]=[C:23]([NH:33][C:34]4[CH:42]=[CH:41][C:37]([C:38](Cl)=[O:39])=[CH:36][CH:35]=4)[N:22]=3)[CH2:19][CH2:18]2)=[CH:13][CH:12]=1.[N:43]1([C:50](=[NH:52])[NH2:51])[CH2:49][CH2:48][CH2:47][NH:46][CH2:45][CH2:44]1. (6) The reactants are: [CH3:1][C:2]1[CH:7]=[CH:6][N:5]=[C:4]([N:8]2[CH2:13][CH2:12][CH:11]([CH2:14][OH:15])[CH2:10][CH2:9]2)[CH:3]=1.C(N(CC)CC)C.[CH3:23][S:24](Cl)(=[O:26])=[O:25]. Given the product [CH3:23][S:24]([O:15][CH2:14][CH:11]1[CH2:12][CH2:13][N:8]([C:4]2[CH:3]=[C:2]([CH3:1])[CH:7]=[CH:6][N:5]=2)[CH2:9][CH2:10]1)(=[O:26])=[O:25], predict the reactants needed to synthesize it.